Dataset: Full USPTO retrosynthesis dataset with 1.9M reactions from patents (1976-2016). Task: Predict the reactants needed to synthesize the given product. (1) Given the product [CH3:1][O:2][C:3]1[C:12]2[C:7](=[CH:8][CH:9]=[CH:10][CH:11]=2)[C:6]([O:13][CH3:14])=[C:5]([CH3:15])[C:4]=1/[CH:16]=[C:33](\[CH2:32][CH2:21][CH2:20][CH3:29])/[C:34]([O:36][CH2:37][CH3:38])=[O:35], predict the reactants needed to synthesize it. The reactants are: [CH3:1][O:2][C:3]1[C:12]2[C:7](=[CH:8][CH:9]=[CH:10][CH:11]=2)[C:6]([O:13][CH3:14])=[C:5]([CH3:15])[C:4]=1[CH:16]=O.CO[C:20]1[C:29]2C(=CC=CC=2)C(OC)=C[C:21]=1/[CH:32]=[C:33](\C)/[C:34]([O:36][CH2:37][CH3:38])=[O:35]. (2) Given the product [F:23][C:24]([F:35])([F:36])[O:25][C:26]1[CH:31]=[CH:30][CH:29]=[CH:28][C:27]=1[CH2:32][CH2:33][N:34]1[CH2:2][CH2:3][CH2:4][CH:5]=[C:6]1[C:8]1[CH:9]=[C:10]([S:17]([NH2:20])(=[O:19])=[O:18])[C:11]2[O:15][CH2:14][CH2:13][C:12]=2[CH:16]=1, predict the reactants needed to synthesize it. The reactants are: Cl[CH2:2][CH2:3][CH2:4][CH2:5][C:6]([C:8]1[CH:9]=[C:10]([S:17]([NH2:20])(=[O:19])=[O:18])[C:11]2[O:15][CH2:14][CH2:13][C:12]=2[CH:16]=1)=O.[I-].[Na+].[F:23][C:24]([F:36])([F:35])[O:25][C:26]1[CH:31]=[CH:30][CH:29]=[CH:28][C:27]=1[CH2:32][CH2:33][NH2:34].C(N(CC)C(C)C)(C)C.